From a dataset of Forward reaction prediction with 1.9M reactions from USPTO patents (1976-2016). Predict the product of the given reaction. (1) Given the reactants [CH2:1]([O:8][C:9]1[CH:14]=[CH:13][C:12]([C@@H:15]2[CH2:17][C@H:16]2[N+:18]([O-])=O)=[CH:11][CH:10]=1)[C:2]1[CH:7]=[CH:6][CH:5]=[CH:4][CH:3]=1.Cl, predict the reaction product. The product is: [CH2:1]([O:8][C:9]1[CH:10]=[CH:11][C:12]([C@@H:15]2[CH2:17][C@H:16]2[NH2:18])=[CH:13][CH:14]=1)[C:2]1[CH:3]=[CH:4][CH:5]=[CH:6][CH:7]=1. (2) Given the reactants [Cl:1][C:2]1[C:9]([F:10])=[C:8](I)[CH:7]=[CH:6][C:3]=1[C:4]#[N:5].O1CCCCC1[N:18]1[C:22](B2OC(C)(C)C(C)(C)O2)=[CH:21][CH:20]=[N:19]1, predict the reaction product. The product is: [Cl:1][C:2]1[C:9]([F:10])=[C:8]([C:20]2[NH:19][N:18]=[CH:22][CH:21]=2)[CH:7]=[CH:6][C:3]=1[C:4]#[N:5]. (3) Given the reactants [C:1]([N:5]1[CH:13]=[C:12]2[C:7]([C:8](=[O:26])[NH:9][C:10]3([CH2:18][CH2:17][N:16](C(OC(C)(C)C)=O)[CH2:15][CH2:14]3)[CH2:11]2)=[N:6]1)([CH3:4])([CH3:3])[CH3:2].[ClH:27], predict the reaction product. The product is: [ClH:27].[C:1]([N:5]1[CH:13]=[C:12]2[C:7]([C:8](=[O:26])[NH:9][C:10]3([CH2:18][CH2:17][NH:16][CH2:15][CH2:14]3)[CH2:11]2)=[N:6]1)([CH3:4])([CH3:2])[CH3:3]. (4) Given the reactants C(Cl)(=O)C(Cl)=O.[C:7]1([C:13]2[CH:14]=[C:15]([CH:19]=[CH:20][CH:21]=2)[C:16]([OH:18])=O)[CH:12]=[CH:11][CH:10]=[CH:9][CH:8]=1.[CH2:22]([NH2:26])[CH:23]([CH3:25])[CH3:24], predict the reaction product. The product is: [CH2:22]([NH:26][C:16](=[O:18])[C:15]1[CH:19]=[CH:20][CH:21]=[C:13]([C:7]2[CH:8]=[CH:9][CH:10]=[CH:11][CH:12]=2)[CH:14]=1)[CH:23]([CH3:25])[CH3:24]. (5) The product is: [Br:1][C:2]1[CH:7]=[CH:6][C:5]([C:8]2[C:12]3[CH:13]=[CH:14][C:15]([O:17][CH2:18][CH2:19][CH2:20][N:26]([CH2:25][CH2:24][O:23][CH3:22])[CH3:27])=[CH:16][C:11]=3[S:10][N:9]=2)=[CH:4][CH:3]=1. Given the reactants [Br:1][C:2]1[CH:7]=[CH:6][C:5]([C:8]2[C:12]3[CH:13]=[CH:14][C:15]([O:17][CH2:18][CH2:19][CH2:20]Br)=[CH:16][C:11]=3[S:10][N:9]=2)=[CH:4][CH:3]=1.[CH3:22][O:23][CH2:24][CH2:25][NH:26][CH3:27], predict the reaction product.